Dataset: Forward reaction prediction with 1.9M reactions from USPTO patents (1976-2016). Task: Predict the product of the given reaction. (1) The product is: [F:8][C:9]1[C:10]([C:43]([OH:45])=[O:44])=[CH:11][C:12]2[CH2:13][CH2:14][CH2:15][C:16]([OH:42])([C:19]3[S:20][C:21]([C:24]4[CH:29]=[C:28]([CH3:30])[CH:27]=[C:26]([NH:31][C:32]5[CH:37]=[C:36]([C:38]([F:41])([F:39])[F:40])[CH:35]=[CH:34][N:33]=5)[N:25]=4)=[CH:22][N:23]=3)[C:17]=2[CH:18]=1. Given the reactants FC(F)(F)C(O)=O.[F:8][C:9]1[C:10]([C:43]([O:45]C)=[O:44])=[CH:11][C:12]2[CH2:13][CH2:14][CH2:15][C:16]([OH:42])([C:19]3[S:20][C:21]([C:24]4[CH:29]=[C:28]([CH3:30])[CH:27]=[C:26]([NH:31][C:32]5[CH:37]=[C:36]([C:38]([F:41])([F:40])[F:39])[CH:35]=[CH:34][N:33]=5)[N:25]=4)=[CH:22][N:23]=3)[C:17]=2[CH:18]=1.[OH-].[K+].Cl, predict the reaction product. (2) Given the reactants [CH2:1]([C:5]1[NH:10][C:9](=[O:11])[C:8]([C:12]#[N:13])=[CH:7][CH:6]=1)[CH2:2][CH2:3][CH3:4].N, predict the reaction product. The product is: [NH2:13][CH2:12][C:8]1[C:9](=[O:11])[NH:10][C:5]([CH2:1][CH2:2][CH2:3][CH3:4])=[CH:6][CH:7]=1.